The task is: Predict the reactants needed to synthesize the given product.. This data is from Full USPTO retrosynthesis dataset with 1.9M reactions from patents (1976-2016). (1) The reactants are: Br[C:2]1[CH:20]=[CH:19][C:5]([O:6][CH2:7][CH:8]2[CH2:13][CH2:12][N:11]([CH2:14][C:15]([F:18])([CH3:17])[CH3:16])[CH2:10][CH2:9]2)=[C:4]([F:21])[CH:3]=1.[CH2:22]([O:24][C:25]([C:27]1[CH:32]=[CH:31][C:30](B(O)O)=[CH:29][C:28]=1[F:36])=[O:26])C.C([O-])([O-])=O.[Cs+].[Cs+]. Given the product [F:36][C:28]1[CH:29]=[C:30]([C:2]2[CH:20]=[CH:19][C:5]([O:6][CH2:7][CH:8]3[CH2:13][CH2:12][N:11]([CH2:14][C:15]([F:18])([CH3:17])[CH3:16])[CH2:10][CH2:9]3)=[C:4]([F:21])[CH:3]=2)[CH:31]=[CH:32][C:27]=1[C:25]([O:24][CH3:22])=[O:26], predict the reactants needed to synthesize it. (2) Given the product [F:1][C:2]1[CH:25]=[CH:24][C:5]([CH2:6][N:7]2[C:11](=[O:12])[N:10]([C:13]3[S:14][C:15]([CH2:19][OH:20])=[C:16]([CH3:18])[N:17]=3)[CH:9]=[N:8]2)=[CH:4][CH:3]=1, predict the reactants needed to synthesize it. The reactants are: [F:1][C:2]1[CH:25]=[CH:24][C:5]([CH2:6][N:7]2[C:11](=[O:12])[N:10]([C:13]3[S:14][C:15]([C:19](OCC)=[O:20])=[C:16]([CH3:18])[N:17]=3)[CH:9]=[N:8]2)=[CH:4][CH:3]=1.[H-].[Al+3].[Li+].[H-].[H-].[H-]. (3) Given the product [F:17][C:15]1[CH:16]=[C:11]([CH2:10][C@@H:9]([C:19]2[C:24]([C:25]3[CH:26]=[C:27]([CH:31]=[CH:32][CH:33]=3)[C:28]([NH2:30])=[O:29])=[CH:23][CH:22]=[CH:21][N:20]=2)[NH:8][C:45](=[O:46])[CH2:44][N:41]2[C:39]3[NH:40][C:35](=[O:34])[CH:36]=[CH:37][C:38]=3[CH:43]=[CH:42]2)[CH:12]=[C:13]([F:18])[CH:14]=1, predict the reactants needed to synthesize it. The reactants are: FC(F)(F)C(O)=O.[NH2:8][C@H:9]([C:19]1[C:24]([C:25]2[CH:26]=[C:27]([CH:31]=[CH:32][CH:33]=2)[C:28]([NH2:30])=[O:29])=[CH:23][CH:22]=[CH:21][N:20]=1)[CH2:10][C:11]1[CH:16]=[C:15]([F:17])[CH:14]=[C:13]([F:18])[CH:12]=1.[O:34]=[C:35]1[NH:40][C:39]2[N:41]([CH2:44][C:45](O)=[O:46])[CH:42]=[CH:43][C:38]=2[CH:37]=[CH:36]1. (4) Given the product [Cl:19][C:20]1[CH:28]=[CH:27][CH:26]=[C:25]2[C:21]=1[C:22]1([C:33]3=[CH:34][C:35]4[O:39][CH2:38][O:37][C:36]=4[CH:40]=[C:32]3[O:31][CH2:30]1)[C:23](=[O:29])[N:24]2[CH2:2][C:3]1[N:4]=[C:5]([CH:8]([CH3:10])[CH3:9])[S:6][CH:7]=1, predict the reactants needed to synthesize it. The reactants are: Cl[CH2:2][C:3]1[N:4]=[C:5]([CH:8]([CH3:10])[CH3:9])[S:6][CH:7]=1.BrCC1CCCCO1.[Cl:19][C:20]1[CH:28]=[CH:27][CH:26]=[C:25]2[C:21]=1[C:22]1([C:33]3=[CH:34][C:35]4[O:39][CH2:38][O:37][C:36]=4[CH:40]=[C:32]3[O:31][CH2:30]1)[C:23](=[O:29])[NH:24]2. (5) Given the product [Cl:34][C:32]1[CH:31]=[CH:30][C:26]([CH2:27][CH:28]=[O:29])=[CH:25][CH:24]=1, predict the reactants needed to synthesize it. The reactants are: CC(OI1(OC(C)=O)(OC(C)=O)OC(=O)C2C=CC=CC1=2)=O.Cl[C:24]1[CH:25]=[C:26]([CH:30]=[CH:31][CH:32]=1)[CH2:27][CH2:28][OH:29].C(Cl)[Cl:34]. (6) Given the product [CH2:1]([NH:7][C:6]1[N:8]=[C:9]([NH2:10])[N:11]=[C:12]([NH2:13])[N:5]=1)[OH:2], predict the reactants needed to synthesize it. The reactants are: [CH2:1]=[O:2].[OH-].[Na+].[N:5]1[C:12]([NH2:13])=[N:11][C:9]([NH2:10])=[N:8][C:6]=1[NH2:7]. (7) Given the product [CH2:12]([CH2:11][C@@H:10]([SH:9])[CH2:6][CH2:7][SH:8])[CH2:13][CH2:14][C:15]([OH:17])=[O:16], predict the reactants needed to synthesize it. The reactants are: S1C=CCS1.[CH2:6]1[C@@H:10]([CH2:11][CH2:12][CH2:13][CH2:14][C:15]([OH:17])=[O:16])[S:9][S:8][CH2:7]1.[BH4-].[Na+].Cl. (8) The reactants are: C(O[CH2:9][CH:10]1[CH:14]([CH2:15][N:16]2[CH:20]=[C:19]([C:21]3[CH:26]=[C:25]([CH3:27])[CH:24]=[C:23]([NH:28][C:29]4[N:34]=[C:33]([CH:35]([F:37])[F:36])[CH:32]=[CH:31][N:30]=4)[CH:22]=3)[CH:18]=[N:17]2)[O:13][C:12](=[O:38])[NH:11]1)C1C=CC=CC=1.[C:39]([OH:45])([C:41]([F:44])([F:43])[F:42])=[O:40]. Given the product [F:42][C:41]([F:44])([F:43])[C:39]([O:45][CH2:9][CH:10]1[CH:14]([CH2:15][N:16]2[CH:20]=[C:19]([C:21]3[CH:26]=[C:25]([CH3:27])[CH:24]=[C:23]([NH:28][C:29]4[N:34]=[C:33]([CH:35]([F:36])[F:37])[CH:32]=[CH:31][N:30]=4)[CH:22]=3)[CH:18]=[N:17]2)[O:13][C:12](=[O:38])[NH:11]1)=[O:40], predict the reactants needed to synthesize it. (9) Given the product [F:49][C:50]([F:55])([F:54])[C:51]([OH:53])=[O:52].[NH2:8][C@@:9]1([C:18]([NH:24][CH2:21][CH2:22][CH3:23])=[O:20])[CH2:11][C@@H:10]1[C:12]1[CH:13]=[CH:14][CH:15]=[CH:16][CH:17]=1, predict the reactants needed to synthesize it. The reactants are: C(OC([NH:8][C@@:9]1([C:18]([OH:20])=O)[CH2:11][C@@H:10]1[C:12]1[CH:17]=[CH:16][CH:15]=[CH:14][CH:13]=1)=O)(C)(C)C.[CH2:21]([NH2:24])[CH2:22][CH3:23].CN(C(ON1N=NC2C=CC=NC1=2)=[N+](C)C)C.F[P-](F)(F)(F)(F)F.[F:49][C:50]([F:55])([F:54])[C:51]([OH:53])=[O:52].